From a dataset of Reaction yield outcomes from USPTO patents with 853,638 reactions. Predict the reaction yield, written as a fraction of the theoretical maximum amount of product (1.0 means a 100% yield; for example, 0.34 means a 34% yield). The reactants are C[O:2][C:3]1[CH:8]=[CH:7][C:6]([C:9]2([C:12]([O:14][CH3:15])=[O:13])[CH2:11][CH2:10]2)=[CH:5][CH:4]=1.CCS.[Al+3].[Cl-].[Cl-].[Cl-]. The catalyst is C(Cl)Cl. The product is [CH3:15][O:14][C:12]([C:9]1([C:6]2[CH:5]=[CH:4][C:3]([OH:2])=[CH:8][CH:7]=2)[CH2:10][CH2:11]1)=[O:13]. The yield is 0.950.